Dataset: Reaction yield outcomes from USPTO patents with 853,638 reactions. Task: Predict the reaction yield, written as a fraction of the theoretical maximum amount of product (1.0 means a 100% yield; for example, 0.34 means a 34% yield). (1) The reactants are [I:1][C:2]1[C:10]2[CH2:9][C:8]([CH3:12])([CH3:11])[CH2:7][CH2:6][C:5]=2[NH:4][N:3]=1.[CH3:13]C(C)([O-])C.[K+].CI. The catalyst is C1COCC1. The product is [I:1][C:2]1[C:10]2[CH2:9][C:8]([CH3:12])([CH3:11])[CH2:7][CH2:6][C:5]=2[N:4]([CH3:13])[N:3]=1. The yield is 0.740. (2) The reactants are [CH3:1][C:2]1([CH3:16])[C:6]([CH3:8])([CH3:7])[O:5][B:4]([C:9]2[CH:15]=[CH:14][C:12]([NH2:13])=[CH:11][CH:10]=2)[O:3]1.[Cl:17][C:18]1[CH:23]=[CH:22][CH:21]=[CH:20][C:19]=1[S:24](Cl)(=[O:26])=[O:25]. No catalyst specified. The product is [Cl:17][C:18]1[CH:23]=[CH:22][CH:21]=[CH:20][C:19]=1[S:24]([NH:13][C:12]1[CH:14]=[CH:15][C:9]([B:4]2[O:3][C:2]([CH3:16])([CH3:1])[C:6]([CH3:7])([CH3:8])[O:5]2)=[CH:10][CH:11]=1)(=[O:26])=[O:25]. The yield is 0.960. (3) The reactants are [CH3:1][C:2]1[C@@H:19]([O:20][C:21]([C@H:23]([OH:40])[C@@H:24]([NH:31][C:32]([C:34]2[CH:35]=[CH:36][CH:37]=[CH:38][CH:39]=2)=[O:33])[C:25]2[CH:26]=[CH:27][CH:28]=[CH:29][CH:30]=2)=[O:22])[CH2:18][C@:14]2([OH:41])[C:15]([CH3:17])([CH3:16])[C:3]=1[C@@H:4]([O:59][C:60]([CH3:62])=[O:61])[C:5]([C@@:7]1([CH3:58])[C@H:12]([C@@H:13]2[O:42][C:43]([C:45]2[CH:46]=[CH:47][CH:48]=[CH:49][CH:50]=2)=[O:44])[C@:11]2([O:53][C:54]([CH3:56])=[O:55])[CH2:51][O:52][C@@H:10]2[CH2:9][C@@H:8]1[OH:57])=[O:6].[C:63]1(=[O:69])[O:68][C:66](=[O:67])[CH2:65][CH2:64]1. The catalyst is CN(C1C=CN=CC=1)C.N1C=CC=CC=1. The product is [CH3:1][C:2]1[C@@H:19]([O:20][C:21]([C@H:23]([O:40][C:63]([CH2:64][CH2:65][C:66]([OH:68])=[O:67])=[O:69])[C@@H:24]([NH:31][C:32]([C:34]2[CH:39]=[CH:38][CH:37]=[CH:36][CH:35]=2)=[O:33])[C:25]2[CH:26]=[CH:27][CH:28]=[CH:29][CH:30]=2)=[O:22])[CH2:18][C@:14]2([OH:41])[C:15]([CH3:16])([CH3:17])[C:3]=1[C@@H:4]([O:59][C:60]([CH3:62])=[O:61])[C:5]([C@@:7]1([CH3:58])[C@H:12]([C@@H:13]2[O:42][C:43]([C:45]2[CH:50]=[CH:49][CH:48]=[CH:47][CH:46]=2)=[O:44])[C@:11]2([O:53][C:54]([CH3:56])=[O:55])[CH2:51][O:52][C@@H:10]2[CH2:9][C@@H:8]1[OH:57])=[O:6]. The yield is 1.00. (4) The reactants are [CH3:1][C:2]1([CH3:20])[O:7][CH2:6][CH:5]([CH2:8][O:9][C:10]2[C:15]([CH3:16])=[CH:14][N:13]=[C:12]([CH2:17][OH:18])[C:11]=2[CH3:19])[CH2:4][O:3]1.O.C(N(CC)CC)C.[CH3:29][S:30](Cl)(=[O:32])=[O:31]. The catalyst is C1(C)C=CC=CC=1.O1CCCC1.C(OCC)(=O)C. The product is [CH3:29][S:30]([O:18][CH2:17][C:12]1[C:11]([CH3:19])=[C:10]([O:9][CH2:8][CH:5]2[CH2:6][O:7][C:2]([CH3:20])([CH3:1])[O:3][CH2:4]2)[C:15]([CH3:16])=[CH:14][N:13]=1)(=[O:32])=[O:31]. The yield is 0.933. (5) The reactants are [Br:1][C:2]1[CH:11]=[CH:10][C:9]([N+:12]([O-])=O)=[C:8]2[C:3]=1[CH:4]=[CH:5][N:6]=[CH:7]2.[Cl-].[NH4+]. The catalyst is CO.[Fe]. The product is [Br:1][C:2]1[CH:11]=[CH:10][C:9]([NH2:12])=[C:8]2[C:3]=1[CH:4]=[CH:5][N:6]=[CH:7]2. The yield is 0.680. (6) The catalyst is C1COCC1. The yield is 0.595. The product is [N:7]12[CH2:8][CH2:9][C:10]([C:15]([C:2]3[S:1][CH:5]=[CH:4][CH:3]=3)([C:2]3[S:1][CH:5]=[CH:4][CH:3]=3)[OH:17])([CH2:11][CH2:12]1)[CH2:13][CH2:14]2. The reactants are [S:1]1[CH:5]=[CH:4][CH:3]=[C:2]1[Li].[N:7]12[CH2:14][CH2:13][C:10]([C:15]([O:17]CC)=O)([CH2:11][CH2:12]1)[CH2:9][CH2:8]2.